This data is from Full USPTO retrosynthesis dataset with 1.9M reactions from patents (1976-2016). The task is: Predict the reactants needed to synthesize the given product. (1) Given the product [C:35]([OH:47])(=[O:46])[CH2:36][C:37]([CH2:42][C:43]([OH:45])=[O:44])([C:39]([OH:41])=[O:40])[OH:38].[Cl:1][C:2]1[CH:3]=[CH:4][C:5]([C:6]([NH:8][CH:9]([CH2:21][C:22]2[C:31]3[C:26](=[CH:27][CH:28]=[CH:29][CH:30]=3)[NH:25][C:24](=[O:32])[CH:23]=2)[C:10]([O:12][CH2:13][CH2:14][N:15]2[CH2:16][CH2:17][O:18][CH2:19][CH2:20]2)=[O:11])=[O:7])=[CH:33][CH:34]=1, predict the reactants needed to synthesize it. The reactants are: [Cl:1][C:2]1[CH:34]=[CH:33][C:5]([C:6]([NH:8][CH:9]([CH2:21][C:22]2[C:31]3[C:26](=[CH:27][CH:28]=[CH:29][CH:30]=3)[NH:25][C:24](=[O:32])[CH:23]=2)[C:10]([O:12][CH2:13][CH2:14][N:15]2[CH2:20][CH2:19][O:18][CH2:17][CH2:16]2)=[O:11])=[O:7])=[CH:4][CH:3]=1.[C:35]([OH:47])(=[O:46])[CH2:36][C:37]([CH2:42][C:43]([OH:45])=[O:44])([C:39]([OH:41])=[O:40])[OH:38]. (2) Given the product [Br:18][C:19]1[CH:24]=[CH:23][C:22]([O:25][CH:28]2[CH2:29][CH2:30][CH2:31][CH2:32][O:27]2)=[CH:21][C:20]=1[F:26], predict the reactants needed to synthesize it. The reactants are: C1(C)C=CC(S(O)(=O)=O)=CC=1.[NH+]1C=CC=CC=1.[Br:18][C:19]1[CH:24]=[CH:23][C:22]([OH:25])=[CH:21][C:20]=1[F:26].[O:27]1[CH:32]=[CH:31][CH2:30][CH2:29][CH2:28]1.CCOC(C)=O. (3) Given the product [CH2:9]([O:8][C:6]1[CH:7]=[C:2]([N:21]([CH2:19][CH3:20])[CH:22]([CH3:24])[CH3:23])[N:3]=[CH:4][N:5]=1)[C:10]#[C:11][CH3:12], predict the reactants needed to synthesize it. The reactants are: Cl[C:2]1[CH:7]=[C:6]([O:8][CH2:9][C:10]#[C:11][CH3:12])[N:5]=[CH:4][N:3]=1.C(=O)([O-])[O-].[K+].[K+].[CH2:19]([NH:21][CH:22]([CH3:24])[CH3:23])[CH3:20]. (4) Given the product [OH:49][CH2:48][C@@H:40]1[CH2:41][C:42]2[C:47](=[CH:46][CH:45]=[CH:44][CH:43]=2)[N:39]1[C:16]1[C:17]2[CH2:23][N:22]([C:24]([O:26][C:27]([CH3:29])([CH3:28])[CH3:30])=[O:25])[CH2:21][CH2:20][C:18]=2[N:19]=[C:14]([NH:13][C:10]2[CH:11]=[CH:12][C:7]([N:3]3[CH:4]=[CH:5][N:6]=[C:2]3[CH3:1])=[CH:8][CH:9]=2)[N:15]=1, predict the reactants needed to synthesize it. The reactants are: [CH3:1][C:2]1[N:3]([C:7]2[CH:12]=[CH:11][C:10]([NH:13][C:14]3[N:15]=[C:16](OS(C(F)(F)F)(=O)=O)[C:17]4[CH2:23][N:22]([C:24]([O:26][C:27]([CH3:30])([CH3:29])[CH3:28])=[O:25])[CH2:21][CH2:20][C:18]=4[N:19]=3)=[CH:9][CH:8]=2)[CH:4]=[CH:5][N:6]=1.[NH:39]1[C:47]2[C:42](=[CH:43][CH:44]=[CH:45][CH:46]=2)[CH2:41][C@H:40]1[CH2:48][OH:49]. (5) Given the product [CH:13]([C:10]1[CH:11]=[CH:12][C:7]([C:6]([O:5][CH3:4])=[O:18])=[CH:8][C:9]=1[NH2:15])=[O:14], predict the reactants needed to synthesize it. The reactants are: C(O)C.[CH3:4][O:5][C:6](=[O:18])[C:7]1[CH:12]=[CH:11][C:10]([CH:13]=[O:14])=[C:9]([N+:15]([O-])=O)[CH:8]=1. (6) Given the product [Cl:29][C:24]1[CH:25]=[CH:26][C:27]([C:13]2[S:17][CH:16]=[N:15][CH:14]=2)=[CH:28][C:23]=1[C:22]([NH:21][C:19](=[O:20])[NH:18][C:16]1[S:17][C:13]2[CH:12]=[C:11]([S:8]([CH2:7][CH2:41][CH2:40][N:37]3[CH2:36][CH2:35][N:34]([CH3:33])[CH2:39][CH2:38]3)(=[O:9])=[O:10])[CH:32]=[CH:31][C:14]=2[N:15]=1)=[O:30], predict the reactants needed to synthesize it. The reactants are: CC(NC[CH2:7][S:8]([C:11]1[CH:32]=[CH:31][C:14]2[N:15]=[C:16]([NH:18][C:19]([NH:21][C:22](=[O:30])[C:23]3[CH:28]=[CH:27][CH:26]=[CH:25][C:24]=3[Cl:29])=[O:20])[S:17][C:13]=2[CH:12]=1)(=[O:10])=[O:9])CC.[CH3:33][N:34]1[CH2:39][CH2:38][N:37]([CH2:40][CH2:41]CS(C2C=CC3N=C(NC(=O)OC4C=CC(F)=CC=4)SC=3C=2)(=O)=O)[CH2:36][CH2:35]1. (7) Given the product [CH:1]([N:4]([C:18]1[CH:19]=[C:20]([CH:26]=[CH:27][CH:28]=1)[C:21]([OH:23])=[O:22])[S:5]([C:8]1[CH:13]=[CH:12][CH:11]=[C:10]([C:14]([F:15])([F:16])[F:17])[CH:9]=1)(=[O:7])=[O:6])([CH3:3])[CH3:2], predict the reactants needed to synthesize it. The reactants are: [CH:1]([N:4]([C:18]1[CH:19]=[C:20]([CH:26]=[CH:27][CH:28]=1)[C:21]([O:23]CC)=[O:22])[S:5]([C:8]1[CH:13]=[CH:12][CH:11]=[C:10]([C:14]([F:17])([F:16])[F:15])[CH:9]=1)(=[O:7])=[O:6])([CH3:3])[CH3:2].[OH-].[K+].Cl.